From a dataset of Catalyst prediction with 721,799 reactions and 888 catalyst types from USPTO. Predict which catalyst facilitates the given reaction. (1) Reactant: [NH2:1][C@H:2]1[CH2:7][CH2:6][C@H:5]([CH2:8][NH:9][C:10]2[C:15]([N+:16]([O-:18])=[O:17])=[CH:14][N:13]=[C:12]([NH:19][CH2:20][C:21]3[CH:26]=[CH:25][CH:24]=[CH:23][C:22]=3[O:27][C:28]([F:31])([F:30])[F:29])[N:11]=2)[CH2:4][CH2:3]1.Br[CH2:33][CH2:34][CH2:35][CH2:36]Br.CCN(C(C)C)C(C)C. Product: [N+:16]([C:15]1[C:10]([NH:9][CH2:8][C@H:5]2[CH2:4][CH2:3][C@H:2]([N:1]3[CH2:36][CH2:35][CH2:34][CH2:33]3)[CH2:7][CH2:6]2)=[N:11][C:12]([NH:19][CH2:20][C:21]2[CH:26]=[CH:25][CH:24]=[CH:23][C:22]=2[O:27][C:28]([F:30])([F:31])[F:29])=[N:13][CH:14]=1)([O-:18])=[O:17]. The catalyst class is: 31. (2) Reactant: [N+:1]([C:4]1[CH:5]=[C:6]2[C:11](=[CH:12][CH:13]=1)[NH:10][C:9](=O)[NH:8][C:7]2=O)([O-:3])=[O:2].CN1CCN(C)C1=O.P(Cl)(Cl)(Cl)=O.C(N(CC)CC)C.[ClH:36].[CH3:37][CH:38]([NH2:41])[CH:39]=[CH2:40]. Product: [Cl:36][C:9]1[N:8]=[C:7]([NH:41][CH:38]([CH3:37])[CH:39]=[CH2:40])[C:6]2[C:11](=[CH:12][CH:13]=[C:4]([N+:1]([O-:3])=[O:2])[CH:5]=2)[N:10]=1. The catalyst class is: 6. (3) Reactant: [OH:1]/[N:2]=[C:3](/[C:5]1[CH:10]=[CH:9][C:8]([NH:11][C:12]([N:14]2[CH2:22][C:21]3[C:16](=[CH:17][CH:18]=[CH:19][CH:20]=3)[CH2:15]2)=[O:13])=[CH:7][CH:6]=1)\[NH2:4].C(=O)([O-])[O-].[K+].[K+].[Cl:29][CH2:30][C:31](Cl)=O. Product: [Cl:29][CH2:30][C:31]1[O:1][N:2]=[C:3]([C:5]2[CH:10]=[CH:9][C:8]([NH:11][C:12]([N:14]3[CH2:15][C:16]4[C:21](=[CH:20][CH:19]=[CH:18][CH:17]=4)[CH2:22]3)=[O:13])=[CH:7][CH:6]=2)[N:4]=1. The catalyst class is: 21.